This data is from Full USPTO retrosynthesis dataset with 1.9M reactions from patents (1976-2016). The task is: Predict the reactants needed to synthesize the given product. (1) Given the product [CH3:1][N:2]([C:24]1[CH:29]=[CH:28][C:27]([NH:30][C:31]([NH:33][C:34]2[CH:39]=[CH:38][CH:37]=[CH:36][CH:35]=2)=[O:32])=[CH:26][CH:25]=1)[S:3]([C:6]1[S:7][C:8]([C:11]2[CH2:12][CH2:13][NH:14][CH2:15][CH:16]=2)=[CH:9][CH:10]=1)(=[O:4])=[O:5], predict the reactants needed to synthesize it. The reactants are: [CH3:1][N:2]([C:24]1[CH:29]=[CH:28][C:27]([NH:30][C:31]([NH:33][C:34]2[CH:39]=[CH:38][CH:37]=[CH:36][CH:35]=2)=[O:32])=[CH:26][CH:25]=1)[S:3]([C:6]1[S:7][C:8]([C:11]2[CH2:12][CH2:13][N:14](C(OC(C)(C)C)=O)[CH2:15][CH:16]=2)=[CH:9][CH:10]=1)(=[O:5])=[O:4].C(O)(C(F)(F)F)=O. (2) Given the product [Cl:16][C:12]1[CH:11]=[C:10]([NH:9][C:5]2[CH:4]=[C:3]([NH:21][CH2:20][CH2:19][O:18][CH3:17])[N:8]=[CH:7][N:6]=2)[CH:15]=[CH:14][CH:13]=1, predict the reactants needed to synthesize it. The reactants are: Cl.Cl[C:3]1[N:8]=[CH:7][N:6]=[C:5]([NH:9][C:10]2[CH:15]=[CH:14][CH:13]=[C:12]([Cl:16])[CH:11]=2)[CH:4]=1.[CH3:17][O:18][CH2:19][CH2:20][NH2:21].CCN(C(C)C)C(C)C.